From a dataset of Reaction yield outcomes from USPTO patents with 853,638 reactions. Predict the reaction yield, written as a fraction of the theoretical maximum amount of product (1.0 means a 100% yield; for example, 0.34 means a 34% yield). (1) The reactants are [CH3:13][C:12]([O:11][C:9](O[C:9]([O:11][C:12]([CH3:15])([CH3:14])[CH3:13])=[O:10])=[O:10])([CH3:15])[CH3:14].[Cl:16][C:17]1[CH:18]=[CH:19][C:20]([S:25][C:26]2[CH:31]=[CH:30][CH:29]=[CH:28][CH:27]=2)=[C:21]([CH2:23][NH2:24])[CH:22]=1. The catalyst is C1COCC1. The product is [Cl:16][C:17]1[CH:18]=[CH:19][C:20]([S:25][C:26]2[CH:27]=[CH:28][CH:29]=[CH:30][CH:31]=2)=[C:21]([CH2:23][NH:24][C:9](=[O:10])[O:11][C:12]([CH3:13])([CH3:14])[CH3:15])[CH:22]=1. The yield is 0.840. (2) The reactants are Cl[CH2:2][CH2:3][CH2:4][CH2:5][O:6][CH3:7].[Mg].[CH:9]12[CH2:15][CH:12]([CH:13]=[CH:14]1)[CH2:11][CH:10]2[CH:16]=[O:17].Cl. The catalyst is O1CCCC1.O. The product is [OH:17][CH:16]([CH:10]1[CH2:11][CH:12]2[CH2:15][CH:9]1[CH:14]=[CH:13]2)[CH2:2][CH2:3][CH2:4][CH2:5][O:6][CH3:7]. The yield is 0.754. (3) The reactants are [F:1][C:2]1[CH:3]=[C:4]([CH:9]2[C:17]3[O:16][C:15](=O)[NH:14][C:13](=[O:19])[C:12]=3[CH2:11][CH2:10]2)[CH:5]=[CH:6][C:7]=1[F:8].[OH-].[NH4+:21]. No catalyst specified. The product is [F:1][C:2]1[CH:3]=[C:4]([CH:9]2[C:17]3[NH:21][C:15](=[O:16])[NH:14][C:13](=[O:19])[C:12]=3[CH2:11][CH2:10]2)[CH:5]=[CH:6][C:7]=1[F:8]. The yield is 1.00. (4) The yield is 0.810. The catalyst is C(O)C.[Pd]. The reactants are [N+:1]([C:4]1[CH:5]=[C:6]([C:10]2[CH:11]=[C:12]3[C:16](=[CH:17][CH:18]=2)[CH2:15][CH:14]([NH:19][S:20]([CH:23]([CH3:25])[CH3:24])(=[O:22])=[O:21])[CH2:13]3)[CH:7]=[CH:8][CH:9]=1)([O-])=O. The product is [NH2:1][C:4]1[CH:5]=[C:6]([C:10]2[CH:11]=[C:12]3[C:16](=[CH:17][CH:18]=2)[CH2:15][CH:14]([NH:19][S:20]([CH:23]([CH3:25])[CH3:24])(=[O:22])=[O:21])[CH2:13]3)[CH:7]=[CH:8][CH:9]=1. (5) The reactants are [CH2:1]([O:3][C:4](=[O:21])[CH2:5][O:6][C:7]1[CH:12]=[CH:11][C:10]([S:13](Cl)(=O)=O)=[CH:9][C:8]=1[C:17](F)(F)F)[CH3:2].C1C=CC2N(O)N=NC=2C=1.C(Cl)CCl.[OH-].[Na+]. The catalyst is C(Cl)Cl.CN(C=O)C.CO. The product is [CH2:1]([O:3][C:4](=[O:21])[CH2:5][O:6][C:7]1[CH:12]=[CH:11][C:10]([SH:13])=[CH:9][C:8]=1[CH3:17])[CH3:2]. The yield is 0.470. (6) The reactants are Cl[C:2]1[N:3]=[N:4][C:5]([CH3:8])=[CH:6][CH:7]=1.[Br-].[S:10]1[CH:14]=[CH:13][N:12]=[C:11]1[Zn+].C(N(CC(O)=O)CC(O)=O)CN(CC(O)=O)CC(O)=O. The catalyst is C1C=CC(P(C2C=CC=CC=2)[C-]2C=CC=C2)=CC=1.C1C=CC(P(C2C=CC=CC=2)[C-]2C=CC=C2)=CC=1.Cl[Pd]Cl.[Fe+2]. The product is [CH3:8][C:5]1[N:4]=[N:3][C:2]([C:11]2[S:10][CH:14]=[CH:13][N:12]=2)=[CH:7][CH:6]=1. The yield is 0.950.